This data is from Forward reaction prediction with 1.9M reactions from USPTO patents (1976-2016). The task is: Predict the product of the given reaction. Given the reactants Br[C:2]1[CH:7]=[C:6]([C:8]([F:11])([F:10])[F:9])[CH:5]=[CH:4][N:3]=1.[Li]CCCC.CN([CH:20]=[O:21])C, predict the reaction product. The product is: [F:9][C:8]([F:11])([F:10])[C:6]1[CH:5]=[CH:4][N:3]=[C:2]([CH:20]=[O:21])[CH:7]=1.